This data is from Forward reaction prediction with 1.9M reactions from USPTO patents (1976-2016). The task is: Predict the product of the given reaction. (1) Given the reactants [CH3:1][NH:2][CH2:3][CH2:4][C@H:5]([O:11][C:12]1[CH:13]=[CH:14][CH:15]=[C:16]2[CH:21]=[CH:20][CH:19]=[CH:18][C:17]=12)[C:6]1[S:10][CH:9]=[CH:8][CH:7]=1.C(O)C.[ClH:25].CCCCCC, predict the reaction product. The product is: [CH3:1][NH:2][CH2:3][CH2:4][C@H:5]([O:11][C:12]1[CH:13]=[CH:14][CH:15]=[C:16]2[CH:21]=[CH:20][CH:19]=[CH:18][C:17]=12)[C:6]1[S:10][CH:9]=[CH:8][CH:7]=1.[ClH:25]. (2) Given the reactants [N+:1]([C:4]1[CH:5]=[C:6]([C:14]2[CH2:15][CH2:16][N:17](C(OC(C)(C)C)=O)[CH2:18][CH:19]=2)[CH:7]=[C:8]([C:10]([F:13])([F:12])[F:11])[CH:9]=1)([O-:3])=[O:2].FC(F)(F)C(O)=O, predict the reaction product. The product is: [N+:1]([C:4]1[CH:5]=[C:6]([C:14]2[CH2:19][CH2:18][NH:17][CH2:16][CH:15]=2)[CH:7]=[C:8]([C:10]([F:11])([F:12])[F:13])[CH:9]=1)([O-:3])=[O:2]. (3) Given the reactants [S:1]([Cl:5])(Cl)(=[O:3])=[O:2].CN(C=O)C.[CH3:11][O:12][C:13]1[CH:18]=[CH:17][C:16]([C:19]2[S:20][CH:21]=[CH:22][CH:23]=2)=[CH:15][CH:14]=1, predict the reaction product. The product is: [CH3:11][O:12][C:13]1[CH:14]=[CH:15][C:16]([C:19]2[S:20][C:21]([S:1]([Cl:5])(=[O:3])=[O:2])=[CH:22][CH:23]=2)=[CH:17][CH:18]=1. (4) Given the reactants [Si:1]([O:18][C@H:19]([CH3:28])[CH2:20][CH2:21][CH2:22][C:23](OCC)=[O:24])([C:14]([CH3:17])([CH3:16])[CH3:15])([C:8]1[CH:13]=[CH:12][CH:11]=[CH:10][CH:9]=1)[C:2]1[CH:7]=[CH:6][CH:5]=[CH:4][CH:3]=1.[H-].[H-].[H-].[H-].[Li+].[Al+3], predict the reaction product. The product is: [Si:1]([O:18][C@H:19]([CH3:28])[CH2:20][CH2:21][CH2:22][CH2:23][OH:24])([C:14]([CH3:16])([CH3:17])[CH3:15])([C:8]1[CH:9]=[CH:10][CH:11]=[CH:12][CH:13]=1)[C:2]1[CH:3]=[CH:4][CH:5]=[CH:6][CH:7]=1. (5) Given the reactants C(OC([N:8]1[CH2:17][CH2:16][C:15]2[C:11](=[C:12](OS(C(F)(F)F)(=O)=O)[N:13]([CH2:18][CH3:19])[N:14]=2)[CH2:10][CH2:9]1)=O)(C)(C)C.[S:28]1[CH:32]=[CH:31][CH:30]=[C:29]1B(O)O, predict the reaction product. The product is: [CH2:18]([N:13]1[C:12]([C:29]2[S:28][CH:32]=[CH:31][CH:30]=2)=[C:11]2[C:15]([CH2:16][CH2:17][NH:8][CH2:9][CH2:10]2)=[N:14]1)[CH3:19]. (6) Given the reactants [Cl:1][C:2]1[CH:7]=[C:6]([O:8][CH3:9])[C:5]([CH:10]=[CH2:11])=[CH:4][C:3]=1[C:12]1[CH:17]=[C:16]([Cl:18])[CH:15]=[CH:14][C:13]=1[Cl:19].[OH2:20], predict the reaction product. The product is: [Cl:19][C:13]1[CH:14]=[CH:15][C:16]([Cl:18])=[CH:17][C:12]=1[C:3]1[C:2]([Cl:1])=[CH:7][C:6]([O:8][CH3:9])=[C:5]([CH2:10][CH:11]=[O:20])[CH:4]=1.